Dataset: Forward reaction prediction with 1.9M reactions from USPTO patents (1976-2016). Task: Predict the product of the given reaction. (1) Given the reactants [Si]([O:8][CH:9]([C:22]1[O:23][C:24]([C:27]2[CH:32]=[C:31]([CH3:33])[CH:30]=[CH:29][N:28]=2)=[CH:25][N:26]=1)[CH2:10][CH2:11][CH2:12][CH2:13][CH2:14][CH2:15][C:16]1[CH:21]=[CH:20][CH:19]=[CH:18][CH:17]=1)(C(C)(C)C)(C)C.[Si](OC(C1OC([Sn](CCCC)(CCCC)CCCC)=CN=1)CCCCCCC1C=CC=CC=1)(C(C)(C)C)(C)C.BrC1C=C(C)C=CN=1, predict the reaction product. The product is: [CH3:33][C:31]1[CH:30]=[CH:29][N:28]=[C:27]([C:24]2[O:23][C:22]([C:9](=[O:8])[CH2:10][CH2:11][CH2:12][CH2:13][CH2:14][CH2:15][C:16]3[CH:17]=[CH:18][CH:19]=[CH:20][CH:21]=3)=[N:26][CH:25]=2)[CH:32]=1. (2) Given the reactants [Cl:1][C:2]1[N:7]=[C:6](Cl)[CH:5]=[CH:4][N:3]=1.[F:9][C:10]1[CH:15]=[CH:14][C:13](B(O)O)=[CH:12][C:11]=1[CH:19]=[O:20], predict the reaction product. The product is: [Cl:1][C:2]1[N:7]=[C:6]([C:13]2[CH:14]=[CH:15][C:10]([F:9])=[C:11]([CH:12]=2)[CH:19]=[O:20])[CH:5]=[CH:4][N:3]=1. (3) Given the reactants O=O.[C:3]1([CH:9]([OH:20])[CH:10]([CH3:19])[CH:11]([C:13]2[CH:18]=[CH:17][CH:16]=[CH:15][CH:14]=2)[OH:12])[CH:8]=[CH:7][CH:6]=[CH:5][CH:4]=1.N1C=C[CH:24]=[CH:23][CH:22]=1.[C:27](Cl)(=[O:34])[C:28]1[CH:33]=[CH:32][CH:31]=[CH:30][CH:29]=1.[CH2:36]1[CH2:40][O:39][CH2:38][CH2:37]1, predict the reaction product. The product is: [C:27]([O:20][CH:9]([C:3]1[CH:4]=[CH:5][CH:6]=[CH:7][CH:8]=1)[CH:10]([CH3:19])[CH:11]([C:13]1[CH:18]=[CH:17][CH:16]=[CH:15][CH:14]=1)[O:12][C:38](=[O:39])[C:37]1[CH:36]=[CH:40][CH:24]=[CH:23][CH:22]=1)(=[O:34])[C:28]1[CH:33]=[CH:32][CH:31]=[CH:30][CH:29]=1. (4) Given the reactants [C:1]([C:4]1[NH:5][C:6]2[C:11]([C:12]=1[S:13]([N:16]1[CH2:21][CH2:20][O:19][C@H:18]([CH2:22][O:23][C:24]3[CH:29]=[CH:28][CH:27]=[CH:26][CH:25]=3)[CH2:17]1)(=[O:15])=[O:14])=[CH:10][C:9]([Cl:30])=[CH:8][C:7]=2[NH:31][CH2:32][CH2:33][C:34](OCC)=[O:35])(=[O:3])[NH2:2].[NH3:39], predict the reaction product. The product is: [NH2:39][C:34](=[O:35])[CH2:33][CH2:32][NH:31][C:7]1[CH:8]=[C:9]([Cl:30])[CH:10]=[C:11]2[C:6]=1[NH:5][C:4]([C:1]([NH2:2])=[O:3])=[C:12]2[S:13]([N:16]1[CH2:21][CH2:20][O:19][C@H:18]([CH2:22][O:23][C:24]2[CH:25]=[CH:26][CH:27]=[CH:28][CH:29]=2)[CH2:17]1)(=[O:14])=[O:15]. (5) Given the reactants CCN(C(C)C)C(C)C.CCN=C=NCCCN(C)C.C1C=CC2N(O)N=NC=2C=1.[Cl:31][C:32]1[C:40]2[C:35](=[CH:36][CH:37]=[CH:38][CH:39]=2)[NH:34][C:33]=1[C:41]([OH:43])=O.[NH2:44][C:45]1[CH:53]=[C:52]2[C:48]([CH:49]=[CH:50][N:51]2[CH2:54][C:55]([O:57][C:58]([CH3:61])([CH3:60])[CH3:59])=[O:56])=[CH:47][CH:46]=1, predict the reaction product. The product is: [Cl:31][C:32]1[C:40]2[C:35](=[CH:36][CH:37]=[CH:38][CH:39]=2)[NH:34][C:33]=1[C:41]([NH:44][C:45]1[CH:53]=[C:52]2[C:48]([CH:49]=[CH:50][N:51]2[CH2:54][C:55]([O:57][C:58]([CH3:61])([CH3:60])[CH3:59])=[O:56])=[CH:47][CH:46]=1)=[O:43]. (6) Given the reactants [C:1]([CH2:4][NH:5][C:6]([C:8]1[N:13]=[CH:12][C:11](OS(C(F)(F)F)(=O)=O)=[CH:10][C:9]=1[OH:22])=[O:7])(=[O:3])[NH2:2].[Cl:23][C:24]1[CH:25]=[C:26](B(O)O)[CH:27]=[CH:28][CH:29]=1.[O-]P([O-])([O-])=O.[K+].[K+].[K+], predict the reaction product. The product is: [C:1]([CH2:4][NH:5][C:6]([C:8]1[C:9]([OH:22])=[CH:10][C:11]([C:28]2[CH:27]=[CH:26][CH:25]=[C:24]([Cl:23])[CH:29]=2)=[CH:12][N:13]=1)=[O:7])(=[O:3])[NH2:2].